This data is from Full USPTO retrosynthesis dataset with 1.9M reactions from patents (1976-2016). The task is: Predict the reactants needed to synthesize the given product. (1) Given the product [CH2:18]([O:20][C:21](=[O:28])[C@:22]([F:27])([CH3:26])[C:23]([NH:1][C@@H:2]1[C:8](=[O:9])[NH:7][C:6]2[CH:10]=[CH:11][CH:12]=[CH:13][C:5]=2[C:4]2[CH:14]=[CH:15][CH:16]=[CH:17][C:3]1=2)=[O:24])[CH3:19], predict the reactants needed to synthesize it. The reactants are: [NH2:1][C@@H:2]1[C:8](=[O:9])[NH:7][C:6]2[CH:10]=[CH:11][CH:12]=[CH:13][C:5]=2[C:4]2[CH:14]=[CH:15][CH:16]=[CH:17][C:3]1=2.[CH2:18]([O:20][C:21](=[O:28])[C@:22]([F:27])([CH3:26])[C:23](O)=[O:24])[CH3:19]. (2) Given the product [F:2][C:3]1[C:8]([F:9])=[CH:7][CH:6]=[CH:5][C:4]=1[C@H:10]1[CH2:16][N:15]2[C:17]([C:20]3([C:23]([F:26])([F:24])[F:25])[CH2:21][CH2:22]3)=[N:18][N:19]=[C:14]2[C@H:13]([NH2:27])[CH2:12][CH2:11]1, predict the reactants needed to synthesize it. The reactants are: Cl.[F:2][C:3]1[C:8]([F:9])=[CH:7][CH:6]=[CH:5][C:4]=1[C@H:10]1[CH2:16][N:15]2[C:17]([C:20]3([C:23]([F:26])([F:25])[F:24])[CH2:22][CH2:21]3)=[N:18][N:19]=[C:14]2[C@H:13]([NH:27]C(=O)OC(C)(C)C)[CH2:12][CH2:11]1. (3) The reactants are: [Cl:1][C:2]1[S:6][C:5]([C:7]([OH:9])=O)=[CH:4][CH:3]=1.CN1CCOCC1.CN(C(ON1N=NC2C=CC=CC1=2)=[N+](C)C)C.[B-](F)(F)(F)F.Cl.[NH2:40][CH:41]([CH3:46])[C:42]([O:44][CH3:45])=[O:43]. Given the product [Cl:1][C:2]1[S:6][C:5]([C:7]([NH:40][CH:41]([CH3:46])[C:42]([O:44][CH3:45])=[O:43])=[O:9])=[CH:4][CH:3]=1, predict the reactants needed to synthesize it. (4) The reactants are: CC([O-])(C)C.[K+].[CH3:7][O:8][C:9]1[CH:31]=[CH:30][C:12]([CH2:13][N:14]2[C:20](=[O:21])[CH2:19][C:18]3[CH:22]=[CH:23][CH:24]=[CH:25][C:17]=3[C:16]3[CH:26]=[CH:27][CH:28]=[CH:29][C:15]2=3)=[CH:11][CH:10]=1.C([O:37][N:38]=O)CC(C)C.[Na+].[Cl-]. Given the product [CH3:7][O:8][C:9]1[CH:10]=[CH:11][C:12]([CH2:13][N:14]2[C:20](=[O:21])[C:19](=[N:38][OH:37])[C:18]3[CH:22]=[CH:23][CH:24]=[CH:25][C:17]=3[C:16]3[CH:26]=[CH:27][CH:28]=[CH:29][C:15]2=3)=[CH:30][CH:31]=1, predict the reactants needed to synthesize it. (5) Given the product [Cl:1][C@H:2]1[C@H:6]([CH2:7][CH2:8][CH2:9][CH2:10][CH2:11][CH2:12][C:13]([O:15][CH2:16][CH2:17][CH3:18])=[O:14])[C@@H:5]([CH2:19][OH:20])[C@H:4]([O:21][CH:22]2[CH2:27][CH2:26][CH2:25][CH2:24][O:23]2)[CH2:3]1, predict the reactants needed to synthesize it. The reactants are: [Cl:1][C@H:2]1[C@H:6]([CH2:7]/[CH:8]=[CH:9]\[CH2:10][CH2:11][CH2:12][C:13]([O:15][CH2:16][CH:17]=[CH2:18])=[O:14])[C@@H:5]([CH2:19][OH:20])[C@H:4]([O:21][CH:22]2[CH2:27][CH2:26][CH2:25][CH2:24][O:23]2)[CH2:3]1.[H][H].